From a dataset of Reaction yield outcomes from USPTO patents with 853,638 reactions. Predict the reaction yield, written as a fraction of the theoretical maximum amount of product (1.0 means a 100% yield; for example, 0.34 means a 34% yield). (1) The reactants are [O:1]=[C:2]1[NH:7][C:6]2[CH:8]=[C:9]([C:12]#[N:13])[CH:10]=[CH:11][C:5]=2[O:4][CH2:3]1.[H-].[Na+].CS(O[CH2:21][CH2:22][CH2:23][CH:24]1[CH2:29][CH2:28][N:27]([C:30]([O:32][C:33]([CH3:36])([CH3:35])[CH3:34])=[O:31])[CH2:26][CH:25]1[C:37]([O:39][CH3:40])=[O:38])(=O)=O.Cl. The catalyst is CN(C)C=O.C(OCC)(=O)C.O. The product is [C:12]([C:9]1[CH:10]=[CH:11][C:5]2[O:4][CH2:3][C:2](=[O:1])[N:7]([CH2:21][CH2:22][CH2:23][CH:24]3[CH2:29][CH2:28][N:27]([C:30]([O:32][C:33]([CH3:34])([CH3:35])[CH3:36])=[O:31])[CH2:26][CH:25]3[C:37]([O:39][CH3:40])=[O:38])[C:6]=2[CH:8]=1)#[N:13]. The yield is 0.640. (2) The reactants are [CH:1]1([N:4]2[C:9]3[N:10]=[C:11]([S:14][CH3:15])[N:12]=[CH:13][C:8]=3[CH:7]=[CH:6][C:5]2=[O:16])[CH2:3][CH2:2]1.C1(S(N2C(C3C=CC=CC=3)O2)(=O)=[O:24])C=CC=CC=1. The catalyst is C(Cl)Cl. The product is [CH:1]1([N:4]2[C:9]3[N:10]=[C:11]([S:14]([CH3:15])=[O:24])[N:12]=[CH:13][C:8]=3[CH:7]=[CH:6][C:5]2=[O:16])[CH2:3][CH2:2]1. The yield is 0.740. (3) The reactants are [Na:1].COC1OCC([CH2:10][O:11][C:12]2[CH:17]=[CH:16][N:15]=[C:14]([CH2:18][S:19]([C:21]3[NH:25][C:24]4[CH:26]=[CH:27][CH:28]=[CH:29][C:23]=4[N:22]=3)=[O:20])[C:13]=2[CH3:30])CO1.[CH3:31][C:32]1(CO)[O:37][CH2:36][CH2:35][CH2:34][O:33]1. No catalyst specified. The product is [Na:1].[CH3:30][C:13]1[C:14]([CH2:18][S:19]([C:21]2[NH:22][C:23]3[CH:29]=[CH:28][CH:27]=[CH:26][C:24]=3[N:25]=2)=[O:20])=[N:15][CH:16]=[CH:17][C:12]=1[O:11][CH2:10][C:32]1([CH3:31])[O:37][CH2:36][CH2:35][CH2:34][O:33]1. The yield is 0.0860.